This data is from NCI-60 drug combinations with 297,098 pairs across 59 cell lines. The task is: Regression. Given two drug SMILES strings and cell line genomic features, predict the synergy score measuring deviation from expected non-interaction effect. (1) Drug 1: C(CC(=O)O)C(=O)CN.Cl. Drug 2: CC(C)NC(=O)C1=CC=C(C=C1)CNNC.Cl. Cell line: NCI/ADR-RES. Synergy scores: CSS=2.36, Synergy_ZIP=4.65, Synergy_Bliss=10.8, Synergy_Loewe=0.624, Synergy_HSA=1.49. (2) Drug 1: CCC1=C2CN3C(=CC4=C(C3=O)COC(=O)C4(CC)O)C2=NC5=C1C=C(C=C5)O. Drug 2: CC(C)(C#N)C1=CC(=CC(=C1)CN2C=NC=N2)C(C)(C)C#N. Cell line: NCI/ADR-RES. Synergy scores: CSS=56.1, Synergy_ZIP=1.91, Synergy_Bliss=2.11, Synergy_Loewe=-26.0, Synergy_HSA=2.91. (3) Drug 1: COC1=C(C=C2C(=C1)N=CN=C2NC3=CC(=C(C=C3)F)Cl)OCCCN4CCOCC4. Drug 2: C1C(C(OC1N2C=NC3=C(N=C(N=C32)Cl)N)CO)O. Cell line: HCT116. Synergy scores: CSS=21.5, Synergy_ZIP=0.566, Synergy_Bliss=6.21, Synergy_Loewe=2.47, Synergy_HSA=6.30. (4) Drug 1: C1CN1C2=NC(=NC(=N2)N3CC3)N4CC4. Drug 2: C1CCC(CC1)NC(=O)N(CCCl)N=O. Cell line: CAKI-1. Synergy scores: CSS=34.9, Synergy_ZIP=-8.72, Synergy_Bliss=-6.69, Synergy_Loewe=-20.2, Synergy_HSA=-2.39. (5) Drug 1: CC(C1=C(C=CC(=C1Cl)F)Cl)OC2=C(N=CC(=C2)C3=CN(N=C3)C4CCNCC4)N. Drug 2: C1CCC(CC1)NC(=O)N(CCCl)N=O. Cell line: BT-549. Synergy scores: CSS=6.81, Synergy_ZIP=4.00, Synergy_Bliss=5.84, Synergy_Loewe=1.49, Synergy_HSA=2.03. (6) Drug 1: CC(C)(C#N)C1=CC(=CC(=C1)CN2C=NC=N2)C(C)(C)C#N. Drug 2: COC1=NC(=NC2=C1N=CN2C3C(C(C(O3)CO)O)O)N. Cell line: HL-60(TB). Synergy scores: CSS=-14.1, Synergy_ZIP=2.95, Synergy_Bliss=-7.57, Synergy_Loewe=-19.6, Synergy_HSA=-19.5.